This data is from Cav3 T-type calcium channel HTS with 100,875 compounds. The task is: Binary Classification. Given a drug SMILES string, predict its activity (active/inactive) in a high-throughput screening assay against a specified biological target. (1) The compound is Clc1c2n(nc1C(=O)NCc1occc1)c(cc(n2)c1sccc1)C(F)(F)F. The result is 0 (inactive). (2) The molecule is O=C(Nc1cc(ccc1)C)CNc1c(ccc(c1)C)C. The result is 1 (active). (3) The compound is s1c2c(CCC2)c2c1nc(SCc1c(c(sc1C(OC)=O)N)C(OC)=O)n(c2=O)C. The result is 0 (inactive). (4) The result is 0 (inactive). The drug is S(CC(=O)Nc1ccc(N(CC)CC)cc1)c1[nH]c(cc(=O)n1)C. (5) The drug is S(c1c(C(=O)NCc2cc3OCOc3cc2)cccc1)CC. The result is 0 (inactive). (6) The result is 0 (inactive). The molecule is O1c2c(OCC1)ccc(CC(=O)c1c(O)cc(O)cc1O)c2. (7) The drug is FC1CC2C3C(C4(OC(OC4C3)(C)C)C(=O)CO)(CC(O)C2C2(C1=CC(=O)CC2)C)C. The result is 0 (inactive).